From a dataset of Catalyst prediction with 721,799 reactions and 888 catalyst types from USPTO. Predict which catalyst facilitates the given reaction. (1) Reactant: [CH:1](/[C:5]1[CH:10]=[C:9]([N+:11]([O-])=O)[CH:8]=[C:7]([O:14][CH3:15])[CH:6]=1)=[CH:2]\[CH2:3][CH3:4]. Product: [CH2:1]([C:5]1[CH:10]=[C:9]([CH:8]=[C:7]([O:14][CH3:15])[CH:6]=1)[NH2:11])[CH2:2][CH2:3][CH3:4]. The catalyst class is: 105. (2) Reactant: [CH3:1][O:2][C:3]1[CH:4]=[C:5]([CH:24]=[CH:25][C:26]=1[O:27][CH3:28])[CH2:6][NH:7][C:8]1[N:13]2[N:14]=[C:15]([C:17]3[O:18][CH:19]=[CH:20][CH:21]=3)[N:16]=[C:12]2[CH:11]=[C:10]([CH2:22][OH:23])[N:9]=1.C1(P(C2C=CC=CC=2)C2C=CC=CC=2)C=CC=CC=1.N(C(OCC)=O)=NC(OCC)=O.[C:60]([O:69][CH3:70])(=[O:68])[C:61]1[C:62](=[CH:64][CH:65]=[CH:66][CH:67]=1)O.C(=O)(O)[O-].[Na+]. Product: [CH3:1][O:2][C:3]1[CH:4]=[C:5]([CH:24]=[CH:25][C:26]=1[O:27][CH3:28])[CH2:6][NH:7][C:8]1[N:13]2[N:14]=[C:15]([C:17]3[O:18][CH:19]=[CH:20][CH:21]=3)[N:16]=[C:12]2[CH:11]=[C:10]([CH2:22][O:23][C:67]2[CH:66]=[CH:65][CH:64]=[CH:62][C:61]=2[C:60]([O:69][CH3:70])=[O:68])[N:9]=1. The catalyst class is: 396. (3) Reactant: [CH2:1]([N:8]([C:20]1[C:25]([Cl:26])=[CH:24][C:23]([C:27]([F:30])([F:29])[F:28])=[CH:22][N:21]=1)[S:9]([C:12]1[CH:17]=[CH:16][C:15](Br)=[C:14]([Cl:19])[CH:13]=1)(=[O:11])=[O:10])[C:2]1[CH:7]=[CH:6][CH:5]=[CH:4][CH:3]=1.C1(P(C2C=CC=CC=2)CCCP(C2C=CC=CC=2)C2C=CC=CC=2)C=CC=CC=1.CCN(CC)CC.[OH2:67].CN([CH:71]=[O:72])C.[CH3:73]O. The catalyst class is: 318. Product: [CH2:1]([N:8]([C:20]1[C:25]([Cl:26])=[CH:24][C:23]([C:27]([F:30])([F:29])[F:28])=[CH:22][N:21]=1)[S:9]([C:12]1[CH:17]=[CH:16][C:15]([C:73]([O:72][CH3:71])=[O:67])=[C:14]([Cl:19])[CH:13]=1)(=[O:11])=[O:10])[C:2]1[CH:7]=[CH:6][CH:5]=[CH:4][CH:3]=1. (4) The catalyst class is: 133. Product: [CH3:1][O:2][C:3](=[O:19])[C@@H:4]([NH:11][C:12](=[O:14])[C@@H:21]([NH:20][C:28]([O:30][CH2:31][C:32]1[CH:37]=[CH:36][CH:35]=[CH:34][CH:33]=1)=[O:29])[CH:22]([CH3:24])[CH3:23])[CH:5]1[CH2:6][CH2:7][CH2:8][CH2:9][CH2:10]1. Reactant: [CH3:1][O:2][C:3](=[O:19])[C@@H:4]([NH:11][C:12]([O:14]C(C)(C)C)=O)[CH:5]1[CH2:10][CH2:9][CH2:8][CH2:7][CH2:6]1.[NH:20]([C:28]([O:30][CH2:31][C:32]1[CH:37]=[CH:36][CH:35]=[CH:34][CH:33]=1)=[O:29])[C@H:21](C(O)=O)[CH:22]([CH3:24])[CH3:23].C(OC([C@@]1(NC([C@@H]2C[C@@H](OC3C4C(=CC(OC)=CC=4)N=C(C4C=CC=CC=4)C=3)C[C@H]2C(=O)N[C@H](C(=O)N[C@@H](C2CCCCC2)C(=O)NC)C(C)(C)C)=O)C[C@H]1C=C)=O)C. (5) Reactant: Cl.Cl.[NH:3]1[CH2:6][CH:5]([N:7]2[C:11]3=[N:12][CH:13]=[N:14][C:15]([NH2:16])=[C:10]3[C:9]([C:17]3[CH:22]=[CH:21][C:20]([Cl:23])=[CH:19][CH:18]=3)=[N:8]2)[CH2:4]1.[C:24](=O)([O-])[O-].[Na+].[Na+].C=O.[BH3-]C#N.[Na+]. Product: [Cl:23][C:20]1[CH:21]=[CH:22][C:17]([C:9]2[C:10]3[C:11](=[N:12][CH:13]=[N:14][C:15]=3[NH2:16])[N:7]([CH:5]3[CH2:4][N:3]([CH3:24])[CH2:6]3)[N:8]=2)=[CH:18][CH:19]=1. The catalyst class is: 211. (6) Reactant: [Cl:1][C:2]1[S:3][C:4]([Cl:8])=[CH:5][C:6]=1[CH3:7].[Br:9]N1C(=O)CCC1=O. Product: [Br:9][CH2:7][C:6]1[CH:5]=[C:4]([Cl:8])[S:3][C:2]=1[Cl:1]. The catalyst class is: 340.